Dataset: Forward reaction prediction with 1.9M reactions from USPTO patents (1976-2016). Task: Predict the product of the given reaction. (1) Given the reactants ClC1C=CC(CN2CCC(NC3C=C(NC(=O)C)C=CC=3)CC2)=CC=1OCC.Cl.Cl.[CH3:31][O:32][C:33]([C:35]1[CH:40]=[N:39][C:38]([NH:41][CH:42]2[CH2:47][CH2:46][NH:45][CH2:44][CH2:43]2)=[CH:37][N:36]=1)=[O:34].[CH2:48]([O:50][C:51]1[CH:56]=[C:55]([CH:57]=O)[CH:54]=[C:53]([O:59][CH2:60][CH3:61])[C:52]=1[C:62]1[CH:67]=[CH:66][C:65]([F:68])=[CH:64][CH:63]=1)[CH3:49], predict the reaction product. The product is: [CH3:31][O:32][C:33]([C:35]1[CH:40]=[N:39][C:38]([NH:41][CH:42]2[CH2:47][CH2:46][N:45]([CH2:57][C:55]3[CH:54]=[C:53]([O:59][CH2:60][CH3:61])[C:52]([C:62]4[CH:67]=[CH:66][C:65]([F:68])=[CH:64][CH:63]=4)=[C:51]([O:50][CH2:48][CH3:49])[CH:56]=3)[CH2:44][CH2:43]2)=[CH:37][N:36]=1)=[O:34]. (2) Given the reactants [NH2:1][N:2]1[N:11]=[C:10]([C:12]2[CH:17]=[CH:16][C:15]([Cl:18])=[CH:14][CH:13]=2)[C:9]2[C:4](=[CH:5][CH:6]=[CH:7][CH:8]=2)[C:3]1=[O:19].[CH3:20][CH:21]([CH3:27])[CH2:22][CH2:23][C:24](O)=[O:25], predict the reaction product. The product is: [Cl:18][C:15]1[CH:16]=[CH:17][C:12]([C:10]2[C:9]3[C:4](=[CH:5][CH:6]=[CH:7][CH:8]=3)[C:3](=[O:19])[N:2]([NH:1][C:24](=[O:25])[CH2:23][CH2:22][CH:21]([CH3:27])[CH3:20])[N:11]=2)=[CH:13][CH:14]=1. (3) Given the reactants [CH3:1][O:2][C:3]([C:5]1[NH:25][C:8]2=[N:9][CH:10]=[C:11]([CH2:13][O:14][C:15]3[CH:20]=[C:19]([N+:21]([O-])=O)[CH:18]=[CH:17][C:16]=3[CH3:24])[CH:12]=[C:7]2[CH:6]=1)=[O:4], predict the reaction product. The product is: [CH3:1][O:2][C:3]([C:5]1[NH:25][C:8]2=[N:9][CH:10]=[C:11]([CH2:13][O:14][C:15]3[CH:20]=[C:19]([NH2:21])[CH:18]=[CH:17][C:16]=3[CH3:24])[CH:12]=[C:7]2[CH:6]=1)=[O:4]. (4) Given the reactants [Cl:1][C:2]1[CH:7]=[CH:6][C:5]([N:8]([C@H:13]2[C:22]3[C:17](=[CH:18][CH:19]=[CH:20][CH:21]=3)[N:16]([C:23](=[O:31])[C:24]3[CH:29]=[CH:28][C:27]([OH:30])=[CH:26][CH:25]=3)[C@@H:15]([CH3:32])[CH2:14]2)[C:9](=[O:12])[CH2:10][CH3:11])=[CH:4][CH:3]=1.[H-].[Na+].Br[CH2:36][CH2:37][CH2:38][C:39]([O:41][CH2:42][CH3:43])=[O:40].C(O)C, predict the reaction product. The product is: [CH2:42]([O:41][C:39](=[O:40])[CH2:38][CH2:37][CH2:36][O:30][C:27]1[CH:26]=[CH:25][C:24]([C:23]([N:16]2[C:17]3[C:22](=[CH:21][CH:20]=[CH:19][CH:18]=3)[C@H:13]([N:8]([C:5]3[CH:4]=[CH:3][C:2]([Cl:1])=[CH:7][CH:6]=3)[C:9](=[O:12])[CH2:10][CH3:11])[CH2:14][C@@H:15]2[CH3:32])=[O:31])=[CH:29][CH:28]=1)[CH3:43]. (5) Given the reactants [Si:1]([O:18][CH2:19][CH2:20][O:21][CH2:22][CH2:23][O:24][CH2:25][CH2:26][O:27][CH2:28][CH2:29]O)([C:14]([CH3:17])([CH3:16])[CH3:15])([C:8]1[CH:13]=[CH:12][CH:11]=[CH:10][CH:9]=1)[C:2]1[CH:7]=[CH:6][CH:5]=[CH:4][CH:3]=1.C1(P(C2C=CC=CC=2)C2C=CC=CC=2)C=CC=CC=1.[Cl:50]C(Cl)(Cl)C(C(Cl)(Cl)Cl)=O, predict the reaction product. The product is: [Cl:50][CH2:29][CH2:28][O:27][CH2:26][CH2:25][O:24][CH2:23][CH2:22][O:21][CH2:20][CH2:19][O:18][Si:1]([C:14]([CH3:17])([CH3:16])[CH3:15])([C:8]1[CH:13]=[CH:12][CH:11]=[CH:10][CH:9]=1)[C:2]1[CH:7]=[CH:6][CH:5]=[CH:4][CH:3]=1. (6) Given the reactants [CH3:1][C:2]1([CH3:15])[O:7][C:6]2[CH:8]=[CH:9][C:10]([N+:12]([O-:14])=[O:13])=[CH:11][C:5]=2[NH:4][CH2:3]1.C(N(C(C)C)CC)(C)C.[C:25](Cl)(=[O:28])[CH:26]=[CH2:27], predict the reaction product. The product is: [CH3:1][C:2]1([CH3:15])[O:7][C:6]2[CH:8]=[CH:9][C:10]([N+:12]([O-:14])=[O:13])=[CH:11][C:5]=2[N:4]([C:25](=[O:28])[CH:26]=[CH2:27])[CH2:3]1. (7) The product is: [C:50]([O:49][C:47]([N:44]1[CH2:45][CH2:46][CH:41]([O:40][C:17]2[CH:16]=[C:15]([N:57]3[CH2:58][CH2:59][CH:55]([OH:54])[CH2:56]3)[CH:39]=[CH:38][C:18]=2[C:19]([NH:21][C:22]2[CH:37]=[CH:36][CH:35]=[CH:34][C:23]=2[C:24]([NH:26][C:27]2[CH:32]=[CH:31][C:30]([Cl:33])=[CH:29][N:28]=2)=[O:25])=[O:20])[CH2:42][CH2:43]1)=[O:48])([CH3:52])([CH3:51])[CH3:53]. Given the reactants C(O)(=O)CC(CC(O)=O)(C(O)=O)O.F[C:15]1[CH:39]=[CH:38][C:18]([C:19]([NH:21][C:22]2[CH:37]=[CH:36][CH:35]=[CH:34][C:23]=2[C:24]([NH:26][C:27]2[CH:32]=[CH:31][C:30]([Cl:33])=[CH:29][N:28]=2)=[O:25])=[O:20])=[C:17]([O:40][CH:41]2[CH2:46][CH2:45][N:44]([C:47]([O:49][C:50]([CH3:53])([CH3:52])[CH3:51])=[O:48])[CH2:43][CH2:42]2)[CH:16]=1.[OH:54][CH:55]1[CH2:59][CH2:58][NH:57][CH2:56]1, predict the reaction product.